Dataset: Full USPTO retrosynthesis dataset with 1.9M reactions from patents (1976-2016). Task: Predict the reactants needed to synthesize the given product. Given the product [Br:1][C:2]1[CH:10]=[C:9]2[C:5]([CH:6]=[N:7][N:8]2[CH:24]2[CH2:25][CH2:26][CH2:27][CH2:28][O:23]2)=[C:4]([CH3:11])[CH:3]=1, predict the reactants needed to synthesize it. The reactants are: [Br:1][C:2]1[CH:10]=[C:9]2[C:5]([CH:6]=[N:7][NH:8]2)=[C:4]([CH3:11])[CH:3]=1.CC1C=CC(S(O)(=O)=O)=CC=1.[O:23]1[CH:28]=[CH:27][CH2:26][CH2:25][CH2:24]1.